Dataset: Forward reaction prediction with 1.9M reactions from USPTO patents (1976-2016). Task: Predict the product of the given reaction. (1) Given the reactants [F:1][C:2]([F:13])([F:12])[S:3][C:4]1[CH:11]=[CH:10][C:7]([CH2:8][NH2:9])=[CH:6][CH:5]=1.[CH:14]1[C:23]2[C:18](=[C:19]([C:24]([CH3:29])([CH3:28])[C:25](O)=[O:26])[CH:20]=[CH:21][CH:22]=2)[CH:17]=[CH:16][N:15]=1.C1C2C(=C(CC(O)=O)C=CC=2)C=CN=1.FC1C(F)=C(C(F)(F)F)C=CC=1CN, predict the reaction product. The product is: [CH:14]1[C:23]2[C:18](=[C:19]([C:24]([CH3:29])([CH3:28])[C:25]([NH:9][CH2:8][C:7]3[CH:10]=[CH:11][C:4]([S:3][C:2]([F:12])([F:1])[F:13])=[CH:5][CH:6]=3)=[O:26])[CH:20]=[CH:21][CH:22]=2)[CH:17]=[CH:16][N:15]=1. (2) Given the reactants [Cl:1][C:2]1[CH:3]=[C:4]([N:10]2[C:14]([CH3:15])=[C:13]([O:16][C:17]3[CH:25]=[CH:24][C:20]([C:21]([OH:23])=O)=[CH:19][CH:18]=3)[C:12]([CH3:26])=[N:11]2)[CH:5]=[CH:6][C:7]=1[C:8]#[N:9].[CH:27]1([NH2:30])[CH2:29][CH2:28]1, predict the reaction product. The product is: [Cl:1][C:2]1[CH:3]=[C:4]([N:10]2[C:14]([CH3:15])=[C:13]([O:16][C:17]3[CH:25]=[CH:24][C:20]([C:21]([NH:30][CH:27]4[CH2:29][CH2:28]4)=[O:23])=[CH:19][CH:18]=3)[C:12]([CH3:26])=[N:11]2)[CH:5]=[CH:6][C:7]=1[C:8]#[N:9]. (3) Given the reactants [F:1][C:2]1[CH:9]=[CH:8][C:5]([C:6]#[N:7])=[C:4]([CH3:10])[CH:3]=1.[N+:11]([O-])([O-:13])=[O:12].[K+], predict the reaction product. The product is: [F:1][C:2]1[C:9]([N+:11]([O-:13])=[O:12])=[CH:8][C:5]([C:6]#[N:7])=[C:4]([CH3:10])[CH:3]=1. (4) Given the reactants C(C1C=CC(C(NC2C=CC(C3C=C4C(CN([C@@H](C(C)C)C(O)=O)C4=O)=CC=3)=NC=2)=O)=CC=1)(C)(C)C.[CH3:37][O:38][C:39]1[CH:44]=[C:43]([NH:45][C:46](=[O:58])[C:47]2[CH:52]=[CH:51][C:50]([CH2:53][CH2:54][CH2:55][CH2:56][CH3:57])=[CH:49][CH:48]=2)[CH:42]=[CH:41][C:40]=1[C:59]1[CH:67]=[C:66]2[C:62]([CH2:63][N:64]([C@@H:69]([CH:74]([CH3:76])[CH3:75])[C:70]([O:72]C)=[O:71])[C:65]2=[O:68])=[CH:61][CH:60]=1, predict the reaction product. The product is: [CH3:37][O:38][C:39]1[CH:44]=[C:43]([NH:45][C:46](=[O:58])[C:47]2[CH:52]=[CH:51][C:50]([CH2:53][CH2:54][CH2:55][CH2:56][CH3:57])=[CH:49][CH:48]=2)[CH:42]=[CH:41][C:40]=1[C:59]1[CH:67]=[C:66]2[C:62]([CH2:63][N:64]([C@@H:69]([CH:74]([CH3:75])[CH3:76])[C:70]([OH:72])=[O:71])[C:65]2=[O:68])=[CH:61][CH:60]=1. (5) Given the reactants [OH:1][C:2]1[CH:7]=[CH:6][C:5]([CH:8]2[CH2:13][CH2:12][N:11]([C:14]([O:16][CH2:17][C:18]3[CH:23]=[CH:22][CH:21]=[CH:20][CH:19]=3)=[O:15])[CH2:10][CH:9]2[O:24][CH2:25][C:26]2[CH:27]=[CH:28][C:29]3[O:34][CH2:33][CH2:32][N:31]([CH2:35][CH2:36][CH2:37][O:38][CH3:39])[C:30]=3[CH:40]=2)=[CH:4][CH:3]=1.[F:41][C:42]1[CH:47]=[CH:46][C:45]([F:48])=[CH:44][C:43]=1[NH:49][CH2:50][CH2:51][CH2:52]O.C1(P(C2C=CC=CC=2)C2C=CC=CC=2)C=CC=CC=1.N(C(OC(C)C)=O)=NC(OC(C)C)=O, predict the reaction product. The product is: [F:41][C:42]1[CH:47]=[CH:46][C:45]([F:48])=[CH:44][C:43]=1[NH:49][CH2:50][CH2:51][CH2:52][O:1][C:2]1[CH:7]=[CH:6][C:5]([CH:8]2[CH2:13][CH2:12][N:11]([C:14]([O:16][CH2:17][C:18]3[CH:19]=[CH:20][CH:21]=[CH:22][CH:23]=3)=[O:15])[CH2:10][CH:9]2[O:24][CH2:25][C:26]2[CH:27]=[CH:28][C:29]3[O:34][CH2:33][CH2:32][N:31]([CH2:35][CH2:36][CH2:37][O:38][CH3:39])[C:30]=3[CH:40]=2)=[CH:4][CH:3]=1. (6) Given the reactants C([N:4]([CH:7]([CH3:9])[CH3:8])[CH2:5][CH3:6])(C)C.Br[C:11]1[C:16]([CH2:17][CH3:18])=[C:15]([Br:19])[N:14]=[CH:13][N:12]=1.CC1[CH2:26][CH2:25][N:24](NC2C=CC=CN=2)[CH2:23][CH2:22]1.[C:34](=O)(O)[O-].[Na+].[CH3:39][N:40](C)C(=O)C, predict the reaction product. The product is: [Br:19][C:15]1[C:16]([CH2:17][CH3:18])=[C:11]([N:24]2[CH2:25][CH2:26][CH:9]([C:7]3[C:8]([CH2:39][NH2:40])=[CH:34][CH:6]=[CH:5][N:4]=3)[CH2:22][CH2:23]2)[N:12]=[CH:13][N:14]=1. (7) Given the reactants [C:1]1([C:7]2[CH:8]=[CH:9][C:10]([C:13]([OH:15])=O)=[N:11][CH:12]=2)[CH:6]=[CH:5][CH:4]=[CH:3][CH:2]=1.CCN(C(C)C)C(C)C.C1C=CC2N(O)N=NC=2C=1.CCN=C=NCCCN(C)C.Cl.Cl.[CH2:48]([O:50][C:51](=[O:54])[CH2:52][NH2:53])[CH3:49], predict the reaction product. The product is: [CH2:48]([O:50][C:51](=[O:54])[CH2:52][NH:53][C:13]([C:10]1[CH:9]=[CH:8][C:7]([C:1]2[CH:2]=[CH:3][CH:4]=[CH:5][CH:6]=2)=[CH:12][N:11]=1)=[O:15])[CH3:49]. (8) Given the reactants [Cl:1][C:2]1[CH:7]=[CH:6][CH:5]=[C:4]([Cl:8])[C:3]=1[N:9]1[C:13]([CH2:14][OH:15])=[C:12]([CH:16]([CH3:18])[CH3:17])[N:11]=[N:10]1.[Cl:19][C:20]1[CH:27]=[C:26](F)[CH:25]=[CH:24][C:21]=1[CH:22]=[O:23].C(=O)([O-])[O-].[Cs+].[Cs+].O, predict the reaction product. The product is: [Cl:19][C:20]1[CH:27]=[C:26]([O:15][CH2:14][C:13]2[N:9]([C:3]3[C:4]([Cl:8])=[CH:5][CH:6]=[CH:7][C:2]=3[Cl:1])[N:10]=[N:11][C:12]=2[CH:16]([CH3:18])[CH3:17])[CH:25]=[CH:24][C:21]=1[CH:22]=[O:23]. (9) Given the reactants Cl.[CH3:2][N:3]1[C:11]2[CH2:10][CH2:9][NH:8][CH2:7][C:6]=2[C:5](=[O:12])[N:4]1[C:13]1[CH:22]=[N:21][C:20]2[C:15](=[CH:16][CH:17]=[CH:18][CH:19]=2)[N:14]=1.[C:23]([O:28][C@@H:29]([C:31]1[N:36]=[C:35](Cl)[CH:34]=[CH:33][N:32]=1)[CH3:30])(=[O:27])[CH2:24][CH2:25][CH3:26].C(N(CC)CC)C, predict the reaction product. The product is: [C:23]([O:28][C@@H:29]([C:31]1[N:32]=[C:33]([N:8]2[CH2:9][CH2:10][C:11]3[N:3]([CH3:2])[N:4]([C:13]4[CH:22]=[N:21][C:20]5[C:15](=[CH:16][CH:17]=[CH:18][CH:19]=5)[N:14]=4)[C:5](=[O:12])[C:6]=3[CH2:7]2)[CH:34]=[CH:35][N:36]=1)[CH3:30])(=[O:27])[CH2:24][CH2:25][CH3:26].